Dataset: Full USPTO retrosynthesis dataset with 1.9M reactions from patents (1976-2016). Task: Predict the reactants needed to synthesize the given product. (1) Given the product [ClH:1].[CH3:86][C:83]([C:80]1[CH:79]=[C:68]([CH:61]=[CH:49][C:50]([NH:52][C:53]2[CH:58]=[CH:57][C:56]([OH:59])=[C:55]([NH:60][C:19]([C:21]3[S:22][CH:23]=[CH:24][CH:25]=3)=[NH:18])[CH:54]=2)=[O:51])[CH:67]=[C:66]([C:63]([CH3:64])([CH3:65])[CH3:62])[C:81]=1[OH:82])([CH3:85])[CH3:84], predict the reactants needed to synthesize it. The reactants are: [ClH:1].CC(C1C=C(C=C(C(C)(C)C)C=1O)C(NC1C=CC([NH:18][C:19]([C:21]2[S:22][CH:23]=[CH:24][CH:25]=2)=N)=CC=1)=O)(C)C.CC(C1C=C([C:49](=[CH2:61])[C:50]([NH:52][C:53]2[CH:58]=[CH:57][C:56]([OH:59])=[C:55]([NH2:60])[CH:54]=2)=[O:51])C=C(C(C)(C)C)C=1O)(C)C.[CH3:62][C:63]([C:66]1[CH:67]=[C:68]([CH:79]=[C:80]([C:83]([CH3:86])([CH3:85])[CH3:84])[C:81]=1[OH:82])C(NC1C=CC(N)=CC=1)=O)([CH3:65])[CH3:64]. (2) Given the product [C:35]([C:18]1[C:13]2[O:12][CH2:11][C@@H:10]([C:7]3[CH:6]=[CH:5][C:4]([CH:1]([CH3:2])[CH3:3])=[CH:9][CH:8]=3)[C:14]=2[C:15]([CH3:28])=[C:16]([NH:20][C:21](=[O:27])[CH2:22][C:23]([CH3:26])([CH3:25])[CH3:24])[C:17]=1[CH3:19])(=[O:37])[CH3:36], predict the reactants needed to synthesize it. The reactants are: [CH:1]([C:4]1[CH:9]=[CH:8][C:7]([C@H:10]2[C:14]3[C:15]([CH3:28])=[C:16]([NH:20][C:21](=[O:27])[CH2:22][C:23]([CH3:26])([CH3:25])[CH3:24])[C:17]([CH3:19])=[CH:18][C:13]=3[O:12][CH2:11]2)=[CH:6][CH:5]=1)([CH3:3])[CH3:2].CCCCCC.[C:35](OCC)(=[O:37])[CH3:36]. (3) Given the product [C:33]([O:32][C:30]([N:27]1[CH2:28][CH2:29][C:1]([C:2]2[NH:3][C:4]([C:8]3[CH:9]=[C:10]([CH:14]=[CH:15][C:16]=3[CH3:17])[C:11]([OH:13])=[O:12])=[C:5]([CH3:7])[N:6]=2)([CH3:40])[CH2:25][CH2:26]1)=[O:31])([CH3:36])([CH3:35])[CH3:34], predict the reactants needed to synthesize it. The reactants are: [CH3:1][C:2]1[NH:3][C:4]([C:8]2[CH:9]=[C:10]([CH:14]=[CH:15][C:16]=2[CH3:17])[C:11]([OH:13])=[O:12])=[C:5]([CH3:7])[N:6]=1.IC1NC(C2(C)[CH2:29][CH2:28][N:27]([C:30]([O:32][C:33]([CH3:36])([CH3:35])[CH3:34])=[O:31])[CH2:26][CH2:25]2)=NC=1C.I[C:40]1NC(C)=NC=1C. (4) Given the product [CH2:36]([N:34]([CH3:35])[C@H:10]1[CH2:9][NH:8][CH2:12][C@@H:11]1[CH2:13][N:14]([CH:31]([CH3:32])[CH3:33])[C:15](=[O:30])[C:16]1[CH:21]=[CH:20][C:19]([O:22][CH3:23])=[C:18]([O:24][CH2:25][CH2:26][CH2:27][O:28][CH3:29])[CH:17]=1)[C:37]1[CH:42]=[CH:41][CH:40]=[CH:39][CH:38]=1, predict the reactants needed to synthesize it. The reactants are: C(OC([N:8]1[CH2:12][C@H:11]([CH2:13][N:14]([CH:31]([CH3:33])[CH3:32])[C:15](=[O:30])[C:16]2[CH:21]=[CH:20][C:19]([O:22][CH3:23])=[C:18]([O:24][CH2:25][CH2:26][CH2:27][O:28][CH3:29])[CH:17]=2)[C@@H:10]([N:34]([CH2:36][C:37]2[CH:42]=[CH:41][CH:40]=[CH:39][CH:38]=2)[CH3:35])[CH2:9]1)=O)(C)(C)C.C(O)(C(F)(F)F)=O.C([O-])(O)=O.[Na+]. (5) Given the product [CH3:1][O:2][C:3]1[CH:4]=[CH:5][C:6]([C:9]2[C:17]3[C:16]([O:18][CH2:19][CH2:20][CH2:21][O:22][CH2:35][C:34]([OH:37])=[O:33])=[N:15][CH:14]=[N:13][C:12]=3[O:11][C:10]=2[C:23]2[CH:28]=[CH:27][CH:26]=[CH:25][CH:24]=2)=[CH:7][CH:8]=1, predict the reactants needed to synthesize it. The reactants are: [CH3:1][O:2][C:3]1[CH:8]=[CH:7][C:6]([C:9]2[C:17]3[C:16]([O:18][CH2:19][CH2:20][CH2:21][OH:22])=[N:15][CH:14]=[N:13][C:12]=3[O:11][C:10]=2[C:23]2[CH:28]=[CH:27][CH:26]=[CH:25][CH:24]=2)=[CH:5][CH:4]=1.C([O:33][C:34](=[O:37])[CH2:35]Br)(C)(C)C.[OH-].[Na+].C(O)(=O)CC(CC(O)=O)(C(O)=O)O. (6) Given the product [NH2:24][C:21]1[CH:22]=[C:23]2[C:18](=[CH:19][C:20]=1[O:28][CH2:29][CH3:30])[N:17]=[CH:16][C:15]([C:31]#[N:32])=[C:14]2[NH:13][C:12]1[CH:33]=[CH:34][C:9]([O:8][CH2:1][C:2]2[CH:3]=[CH:4][CH:5]=[CH:6][CH:7]=2)=[C:10]([Cl:35])[CH:11]=1, predict the reactants needed to synthesize it. The reactants are: [CH2:1]([O:8][C:9]1[CH:34]=[CH:33][C:12]([NH:13][C:14]2[C:23]3[C:18](=[CH:19][C:20]([O:28][CH2:29][CH3:30])=[C:21]([NH:24]C(=O)C)[CH:22]=3)[N:17]=[CH:16][C:15]=2[C:31]#[N:32])=[CH:11][C:10]=1[Cl:35])[C:2]1[CH:7]=[CH:6][CH:5]=[CH:4][CH:3]=1.[OH-].[K+]. (7) Given the product [CH2:26]1[CH2:1][O:2][C:3]2([CH2:20][CH2:19][C@@:18]3([CH3:21])[C@@:5]([OH:30])([CH2:6][CH2:7][C@@H:8]4[C@@H:17]3[CH2:16][CH2:15][C@@:13]3([CH3:14])[C@H:9]4[CH2:10][CH2:11][C@@H:12]3[OH:22])[C:4]2([CH3:24])[CH3:23])[O:25]1, predict the reactants needed to synthesize it. The reactants are: [CH2:1]1[CH2:26][O:25][C:3]2([CH2:20][CH2:19][C@@:18]3([CH3:21])[C:5](=[CH:6][CH2:7][C@@H:8]4[C@@H:17]3[CH2:16][CH2:15][C@@:13]3([CH3:14])[C@H:9]4[CH2:10][CH2:11][C@@H:12]3[OH:22])[C:4]2([CH3:24])[CH3:23])[O:2]1.C1C[O:30]CC1. (8) Given the product [Cl:1][C:2]1[CH:7]=[C:6]([O:8][CH3:9])[CH:5]=[CH:4][C:3]=1[CH2:10]/[CH:11]=[CH:32]/[C:33]([O:35][C:36]([CH3:39])([CH3:38])[CH3:37])=[O:34], predict the reactants needed to synthesize it. The reactants are: [Cl:1][C:2]1[CH:7]=[C:6]([O:8][CH3:9])[CH:5]=[CH:4][C:3]=1[CH2:10][CH:11]=O.C1(P(=[CH:32][C:33]([O:35][C:36]([CH3:39])([CH3:38])[CH3:37])=[O:34])(C2C=CC=CC=2)C2C=CC=CC=2)C=CC=CC=1.